Task: Predict which catalyst facilitates the given reaction.. Dataset: Catalyst prediction with 721,799 reactions and 888 catalyst types from USPTO (1) Reactant: [NH2:1][C@@H:2]([C:6]1[CH:11]=[CH:10][C:9]([OH:12])=[CH:8][CH:7]=1)[C:3]([OH:5])=[O:4].CCN(CC)CC.[C:20](O[C:20]([O:22][C:23]([CH3:26])([CH3:25])[CH3:24])=[O:21])([O:22][C:23]([CH3:26])([CH3:25])[CH3:24])=[O:21]. Product: [C:23]([O:22][C:20]([NH:1][C@@H:2]([C:6]1[CH:11]=[CH:10][C:9]([OH:12])=[CH:8][CH:7]=1)[C:3]([OH:5])=[O:4])=[O:21])([CH3:26])([CH3:25])[CH3:24]. The catalyst class is: 20. (2) Reactant: C(OC([N:8]([CH2:21][CH:22]1[CH2:27][CH2:26][N:25]([C:28]2[S:29][C:30]([C:33]([OH:35])=[O:34])=[CH:31][N:32]=2)[CH2:24][CH:23]1[C:36]1[CH:41]=[CH:40][CH:39]=[C:38]([F:42])[CH:37]=1)[C@@H:9]([C:11]1[C:20]2[C:15](=[CH:16][CH:17]=[CH:18][CH:19]=2)[CH:14]=[CH:13][CH:12]=1)[CH3:10])=O)(C)(C)C.[ClH:43].C(OCC)(=O)C. Product: [ClH:43].[F:42][C:38]1[CH:37]=[C:36]([CH:23]2[CH:22]([CH2:21][NH:8][C@@H:9]([C:11]3[C:20]4[C:15](=[CH:16][CH:17]=[CH:18][CH:19]=4)[CH:14]=[CH:13][CH:12]=3)[CH3:10])[CH2:27][CH2:26][N:25]([C:28]3[S:29][C:30]([C:33]([OH:35])=[O:34])=[CH:31][N:32]=3)[CH2:24]2)[CH:41]=[CH:40][CH:39]=1. The catalyst class is: 1. (3) Reactant: [O:1]=[C:2]1[C:10]2[C:5](=[CH:6][C:7]([N:11]([CH2:16][C:17]3[S:18][CH:19]=[CH:20][CH:21]=3)[S:12]([CH3:15])(=[O:14])=[O:13])=[CH:8][CH:9]=2)[C:4](=[O:22])[N:3]1[CH2:23][C:24]([O:26]C(C)(C)C)=[O:25].Cl. Product: [O:1]=[C:2]1[C:10]2[C:5](=[CH:6][C:7]([N:11]([CH2:16][C:17]3[S:18][CH:19]=[CH:20][CH:21]=3)[S:12]([CH3:15])(=[O:14])=[O:13])=[CH:8][CH:9]=2)[C:4](=[O:22])[N:3]1[CH2:23][C:24]([OH:26])=[O:25]. The catalyst class is: 12. (4) Reactant: [C:1]([C:4]1[CH:5]=[CH:6][C:7]([C:28]2[CH2:33][CH2:32][C:31]([CH3:35])([CH3:34])[CH2:30][CH:29]=2)=[C:8]([NH:10][C:11]([C:13]2[N:14](COCC[Si](C)(C)C)[CH:15]=[C:16]([C:18]#[N:19])[N:17]=2)=[O:12])[CH:9]=1)(=[O:3])[CH3:2]. Product: [C:1]([C:4]1[CH:5]=[CH:6][C:7]([C:28]2[CH2:33][CH2:32][C:31]([CH3:35])([CH3:34])[CH2:30][CH:29]=2)=[C:8]([NH:10][C:11]([C:13]2[NH:14][CH:15]=[C:16]([C:18]#[N:19])[N:17]=2)=[O:12])[CH:9]=1)(=[O:3])[CH3:2]. The catalyst class is: 795. (5) Reactant: CC(OI1(OC(C)=O)(OC(C)=O)OC(=O)C2C=CC=CC1=2)=O.[CH2:23]([O:30][C:31]1[C:32]([Br:44])=[C:33]([CH:38]([OH:43])[C:39]([O:41][CH3:42])=[O:40])[C:34]([CH3:37])=[CH:35][CH:36]=1)[C:24]1[CH:29]=[CH:28][CH:27]=[CH:26][CH:25]=1. Product: [CH2:23]([O:30][C:31]1[C:32]([Br:44])=[C:33]([C:38](=[O:43])[C:39]([O:41][CH3:42])=[O:40])[C:34]([CH3:37])=[CH:35][CH:36]=1)[C:24]1[CH:25]=[CH:26][CH:27]=[CH:28][CH:29]=1. The catalyst class is: 4. (6) Reactant: [C:1]([O:20][CH2:21][CH2:22][C@H:23]1[CH2:28][CH2:27][C@H:26]([OH:29])[CH2:25][CH2:24]1)([C:14]1[CH:19]=[CH:18][CH:17]=[CH:16][CH:15]=1)([C:8]1[CH:13]=[CH:12][CH:11]=[CH:10][CH:9]=1)[C:2]1[CH:7]=[CH:6][CH:5]=[CH:4][CH:3]=1.[CH3:30][S:31](Cl)(=[O:33])=[O:32]. Product: [CH3:30][S:31]([O:29][C@H:26]1[CH2:27][CH2:28][C@H:23]([CH2:22][CH2:21][O:20][C:1]([C:8]2[CH:13]=[CH:12][CH:11]=[CH:10][CH:9]=2)([C:14]2[CH:15]=[CH:16][CH:17]=[CH:18][CH:19]=2)[C:2]2[CH:3]=[CH:4][CH:5]=[CH:6][CH:7]=2)[CH2:24][CH2:25]1)(=[O:33])=[O:32]. The catalyst class is: 22. (7) Reactant: [CH3:1][NH:2][C:3]([C:5]1[C:15]([CH2:16][CH2:17][C:18](=[O:25])[C:19]2[CH:24]=[CH:23][CH:22]=[CH:21][CH:20]=2)=[C:14]([OH:26])[C:8]2[N:9]=[C:10]([CH3:13])[N:11]([CH3:12])[C:7]=2[CH:6]=1)=[O:4].O.CC([O-])(C)C.[K+]. Product: [CH3:1][NH:2][C:3]([C:5]1[C:15]([CH2:16][CH2:17][C@@H:18]([OH:25])[C:19]2[CH:24]=[CH:23][CH:22]=[CH:21][CH:20]=2)=[C:14]([OH:26])[C:8]2[N:9]=[C:10]([CH3:13])[N:11]([CH3:12])[C:7]=2[CH:6]=1)=[O:4]. The catalyst class is: 32. (8) Reactant: [CH3:1][C:2]1[S:3][C:4]([C:8]2[CH:30]=[CH:29][C:11]([CH2:12][NH:13][C:14]([C@@H:16]3[CH2:20][C@@H:19]([OH:21])[CH2:18][N:17]3C(OC(C)(C)C)=O)=[O:15])=[CH:10][CH:9]=2)=[C:5]([CH3:7])[N:6]=1.[ClH:31].O1CCOCC1. Product: [ClH:31].[CH3:1][C:2]1[S:3][C:4]([C:8]2[CH:9]=[CH:10][C:11]([CH2:12][NH:13][C:14]([C@@H:16]3[CH2:20][C@@H:19]([OH:21])[CH2:18][NH:17]3)=[O:15])=[CH:29][CH:30]=2)=[C:5]([CH3:7])[N:6]=1. The catalyst class is: 138. (9) Reactant: C([O:3][C:4]([C:6]1[C:7]([C:12]2[CH:17]=[CH:16][CH:15]=[CH:14][N:13]=2)=[N:8][O:9][C:10]=1[CH3:11])=O)C.[H-].[Al+3].[Li+].[H-].[H-].[H-].O.[OH-].[Na+]. Product: [CH3:11][C:10]1[O:9][N:8]=[C:7]([C:12]2[CH:17]=[CH:16][CH:15]=[CH:14][N:13]=2)[C:6]=1[CH2:4][OH:3]. The catalyst class is: 1. (10) Reactant: C[O:2][C:3](=[O:42])[CH2:4][CH2:5][NH:6][C:7](=[O:41])[C:8]1[CH:13]=[CH:12][C:11]([CH:14]([NH:26][C:27]([NH:29][C:30]2[CH:35]=[CH:34][C:33]([O:36][C:37]([F:40])([F:39])[F:38])=[CH:32][CH:31]=2)=[O:28])[CH:15]2[CH2:20][CH2:19][N:18]([C:21]([CH:23]3[CH2:25][CH2:24]3)=[O:22])[CH2:17][CH2:16]2)=[CH:10][CH:9]=1.[OH-].[Li+]. Product: [CH:23]1([C:21]([N:18]2[CH2:17][CH2:16][CH:15]([CH:14]([NH:26][C:27]([NH:29][C:30]3[CH:31]=[CH:32][C:33]([O:36][C:37]([F:40])([F:38])[F:39])=[CH:34][CH:35]=3)=[O:28])[C:11]3[CH:12]=[CH:13][C:8]([C:7]([NH:6][CH2:5][CH2:4][C:3]([OH:42])=[O:2])=[O:41])=[CH:9][CH:10]=3)[CH2:20][CH2:19]2)=[O:22])[CH2:24][CH2:25]1. The catalyst class is: 40.